This data is from Full USPTO retrosynthesis dataset with 1.9M reactions from patents (1976-2016). The task is: Predict the reactants needed to synthesize the given product. (1) Given the product [C:1]([NH:4][C:5]([CH2:16][C:17]([C:19]1[CH:24]=[CH:23][C:22]([S:25][C:26]2[CH:31]=[CH:30][C:29]([C:32](=[O:35])[CH2:33][O:39][C:36](=[O:38])[CH3:37])=[CH:28][CH:27]=2)=[CH:21][CH:20]=1)=[O:18])([C:11]([O:13][CH2:14][CH3:15])=[O:12])[C:6]([O:8][CH2:9][CH3:10])=[O:7])(=[O:3])[CH3:2], predict the reactants needed to synthesize it. The reactants are: [C:1]([NH:4][C:5]([CH2:16][C:17]([C:19]1[CH:24]=[CH:23][C:22]([S:25][C:26]2[CH:31]=[CH:30][C:29]([C:32](=[O:35])[CH2:33]Cl)=[CH:28][CH:27]=2)=[CH:21][CH:20]=1)=[O:18])([C:11]([O:13][CH2:14][CH3:15])=[O:12])[C:6]([O:8][CH2:9][CH3:10])=[O:7])(=[O:3])[CH3:2].[C:36]([OH:39])(=[O:38])[CH3:37].CCN(CC)CC. (2) Given the product [CH3:16][NH:17][CH2:2][CH2:3][CH2:4][S:5][CH2:6][CH2:7][CH2:8][C:9]([F:15])([F:14])[C:10]([F:13])([F:12])[F:11], predict the reactants needed to synthesize it. The reactants are: I[CH2:2][CH2:3][CH2:4][S:5][CH2:6][CH2:7][CH2:8][C:9]([F:15])([F:14])[C:10]([F:13])([F:12])[F:11].[CH3:16][NH2:17].